This data is from Reaction yield outcomes from USPTO patents with 853,638 reactions. The task is: Predict the reaction yield, written as a fraction of the theoretical maximum amount of product (1.0 means a 100% yield; for example, 0.34 means a 34% yield). (1) The reactants are O=[C:2]1[CH2:7][CH2:6][N:5]([C:8]([O:10][CH2:11][C:12]2[CH:17]=[CH:16][CH:15]=[CH:14][CH:13]=2)=[O:9])[CH2:4][CH2:3]1.Cl.[CH3:19][O:20][C:21](=[O:25])[CH2:22][CH2:23][NH2:24].C(O)(=O)C.C(O[BH-](OC(=O)C)OC(=O)C)(=O)C.[Na+]. The catalyst is ClC(Cl)C. The product is [CH3:19][O:20][C:21](=[O:25])[CH2:22][CH2:23][NH:24][CH:2]1[CH2:7][CH2:6][N:5]([C:8]([O:10][CH2:11][C:12]2[CH:17]=[CH:16][CH:15]=[CH:14][CH:13]=2)=[O:9])[CH2:4][CH2:3]1. The yield is 0.870. (2) The reactants are [C:1]([C:5]1[N:6]=[CH:7][C:8]2[NH:9][C:10]3[C:15]([C:16]=2[CH:17]=1)=[CH:14][CH:13]=[CH:12][CH:11]=3)(OC)=[O:2].[BH4-].[Na+].O. The catalyst is C1COCC1. The product is [OH:2][CH2:1][C:5]1[N:6]=[CH:7][C:8]2[NH:9][C:10]3[C:15]([C:16]=2[CH:17]=1)=[CH:14][CH:13]=[CH:12][CH:11]=3. The yield is 0.810. (3) The reactants are [C:1]1([CH:7]([C:39]2[CH:44]=[CH:43][CH:42]=[CH:41][CH:40]=2)[CH2:8][CH2:9][N:10]([CH2:22][C:23](=[CH2:38])[CH2:24][N:25]2[CH2:30][CH2:29][N:28](C(OC(C)(C)C)=O)[CH2:27][CH2:26]2)[C:11]([NH:13][C:14]2[CH:19]=[CH:18][C:17]([O:20][CH3:21])=[CH:16][CH:15]=2)=[O:12])[CH:6]=[CH:5][CH:4]=[CH:3][CH:2]=1.C1(C(C2C=CC=CC=2)CCN(CC(=C)CN2CCN(C(OC(C)(C)C)=O)CC2)C(NC2C=CC=C(C(OC)=O)C=2)=O)C=CC=CC=1. No catalyst specified. The product is [C:1]1([CH:7]([C:39]2[CH:40]=[CH:41][CH:42]=[CH:43][CH:44]=2)[CH2:8][CH2:9][N:10]([CH2:22][C:23]([CH2:24][N:25]2[CH2:30][CH2:29][NH:28][CH2:27][CH2:26]2)=[CH2:38])[C:11](=[O:12])[NH:13][C:14]2[CH:15]=[CH:16][C:17]([O:20][CH3:21])=[CH:18][CH:19]=2)[CH:2]=[CH:3][CH:4]=[CH:5][CH:6]=1. The yield is 0.910.